This data is from Reaction yield outcomes from USPTO patents with 853,638 reactions. The task is: Predict the reaction yield, written as a fraction of the theoretical maximum amount of product (1.0 means a 100% yield; for example, 0.34 means a 34% yield). (1) The reactants are C[O:2][C:3](=O)[CH:4]([NH:8][C:9](=[O:24])[C:10]1[CH:15]=[CH:14][C:13]([C:16]#[C:17][C:18]2[CH:23]=[CH:22][CH:21]=[CH:20][CH:19]=2)=[CH:12][CH:11]=1)[CH:5]([OH:7])[CH3:6].Cl.[NH2:27][OH:28].C[O-].[Na+].Cl. The catalyst is CO.C(Cl)Cl.CCOC(C)=O. The product is [OH:7][CH:5]([CH3:6])[CH:4]([NH:8][C:9](=[O:24])[C:10]1[CH:15]=[CH:14][C:13]([C:16]#[C:17][C:18]2[CH:23]=[CH:22][CH:21]=[CH:20][CH:19]=2)=[CH:12][CH:11]=1)[C:3](=[O:2])[NH:27][OH:28]. The yield is 0.550. (2) The reactants are [NH2:1][C:2]1[CH:7]=[CH:6][CH:5]=[CH:4][C:3]=1[NH:8][C:9](=O)[C@@H:10]([NH:27][C:28](=[O:37])[O:29][CH2:30][C:31]1[CH:36]=[CH:35][CH:34]=[CH:33][CH:32]=1)[CH2:11][C:12]1[CH:17]=[CH:16][C:15]([CH:18]2[S:22](=[O:24])(=[O:23])[NH:21][C:20](=[O:25])[CH2:19]2)=[C:14]([Br:26])[CH:13]=1. The yield is 0.950. The catalyst is C(O)(=O)C. The product is [NH:1]1[C:2]2[CH:7]=[CH:6][CH:5]=[CH:4][C:3]=2[N:8]=[C:9]1[C@@H:10]([NH:27][C:28](=[O:37])[O:29][CH2:30][C:31]1[CH:32]=[CH:33][CH:34]=[CH:35][CH:36]=1)[CH2:11][C:12]1[CH:17]=[CH:16][C:15]([CH:18]2[S:22](=[O:24])(=[O:23])[NH:21][C:20](=[O:25])[CH2:19]2)=[C:14]([Br:26])[CH:13]=1. (3) The reactants are [C:1]([O:5][C:6](=[O:19])[NH:7][C@H:8]([C@H:16]1[CH2:18][O:17]1)[CH2:9][C:10]1[CH:15]=[CH:14][CH:13]=[CH:12][CH:11]=1)([CH3:4])([CH3:3])[CH3:2].[CH:20]1([NH2:26])[CH2:25][CH2:24][CH2:23][CH2:22][CH2:21]1. The catalyst is CCO. The product is [C:1]([O:5][C:6](=[O:19])[NH:7][C@@H:8]([CH2:9][C:10]1[CH:15]=[CH:14][CH:13]=[CH:12][CH:11]=1)[C@H:16]([OH:17])[CH2:18][NH:26][CH:20]1[CH2:25][CH2:24][CH2:23][CH2:22][CH2:21]1)([CH3:4])([CH3:3])[CH3:2]. The yield is 0.660. (4) The reactants are C[CH:2]([CH2:7][O:8][C:9]1[CH:14]=[CH:13][C:12]([C:15](=[N:17][O:18][CH2:19][C:20]2[CH:25]=[CH:24][C:23]([C:26]([F:29])([F:28])[F:27])=[CH:22][CH:21]=2)[CH3:16])=[CH:11][CH:10]=1)[C:3]([O:5]C)=[O:4].[OH-:30].[Na+]. The catalyst is CO.O. The product is [OH:30][CH:2]([CH2:7][O:8][C:9]1[CH:14]=[CH:13][C:12]([C:15](=[N:17][O:18][CH2:19][C:20]2[CH:21]=[CH:22][C:23]([C:26]([F:29])([F:28])[F:27])=[CH:24][CH:25]=2)[CH3:16])=[CH:11][CH:10]=1)[C:3]([OH:5])=[O:4]. The yield is 0.880. (5) The reactants are [CH3:1][C:2]1[C:3]([N:28]2[CH2:33][CH2:32][NH:31][CH2:30][CH2:29]2)=[N:4][C:5]([NH:8][C:9]2[CH:24]=[CH:23][C:12]([C:13]([NH:15][CH:16]3[CH2:21][CH2:20][N:19]([CH3:22])[CH2:18][CH2:17]3)=[O:14])=[CH:11][C:10]=2[N+:25]([O-:27])=[O:26])=[N:6][CH:7]=1.[N:34]([C:37]1[CH:44]=[CH:43][C:40]([C:41]#[N:42])=[CH:39][CH:38]=1)=[C:35]=[O:36].C(N(CC)CC)C. The catalyst is C(Cl)Cl. The product is [C:41]([C:40]1[CH:39]=[CH:38][C:37]([NH:34][C:35]([N:31]2[CH2:32][CH2:33][N:28]([C:3]3[C:2]([CH3:1])=[CH:7][N:6]=[C:5]([NH:8][C:9]4[CH:24]=[CH:23][C:12]([C:13](=[O:14])[NH:15][CH:16]5[CH2:21][CH2:20][N:19]([CH3:22])[CH2:18][CH2:17]5)=[CH:11][C:10]=4[N+:25]([O-:27])=[O:26])[N:4]=3)[CH2:29][CH2:30]2)=[O:36])=[CH:44][CH:43]=1)#[N:42]. The yield is 1.00. (6) The reactants are Cl[C:2]1[C:11]2[C:6](=[CH:7][C:8]([O:14][CH2:15][CH2:16][CH2:17][N:18]3[CH2:23][CH2:22][S:21](=[O:25])(=[O:24])[CH2:20][CH2:19]3)=[C:9]([O:12][CH3:13])[CH:10]=2)[N:5]=[CH:4][N:3]=1.C(=O)([O-])[O-].[K+].[K+].[OH:32][C:33]1[CH:42]=[C:41]2[C:36]([CH:37]=[CH:38][CH:39]=[N:40]2)=[CH:35][CH:34]=1.[OH-].[Na+]. The catalyst is CN(C=O)C. The product is [O:24]=[S:21]1(=[O:25])[CH2:22][CH2:23][N:18]([CH2:17][CH2:16][CH2:15][O:14][C:8]2[CH:7]=[C:6]3[C:11]([C:2]([O:32][C:33]4[CH:42]=[C:41]5[C:36]([CH:37]=[CH:38][CH:39]=[N:40]5)=[CH:35][CH:34]=4)=[N:3][CH:4]=[N:5]3)=[CH:10][C:9]=2[O:12][CH3:13])[CH2:19][CH2:20]1. The yield is 0.730. (7) The reactants are [F:1][C:2]([F:40])([F:39])[O:3][C:4]1[CH:9]=[CH:8][C:7]([C:10]2(O)[C:14]3[C:15]([CH3:35])=[C:16]([N:21]4[CH2:26][CH2:25][N:24]([C:27]5[CH:32]=[CH:31][C:30]([O:33][CH3:34])=[CH:29][CH:28]=5)[CH2:23][CH2:22]4)[C:17]([CH3:20])=[C:18]([CH3:19])[C:13]=3[O:12][C:11]2([CH3:37])[CH3:36])=[CH:6][CH:5]=1. The catalyst is C(O)C. The product is [F:40][C:2]([F:1])([F:39])[O:3][C:4]1[CH:5]=[CH:6][C:7]([CH:10]2[C:14]3[C:15]([CH3:35])=[C:16]([N:21]4[CH2:22][CH2:23][N:24]([C:27]5[CH:32]=[CH:31][C:30]([O:33][CH3:34])=[CH:29][CH:28]=5)[CH2:25][CH2:26]4)[C:17]([CH3:20])=[C:18]([CH3:19])[C:13]=3[O:12][C:11]2([CH3:36])[CH3:37])=[CH:8][CH:9]=1. The yield is 0.700. (8) The reactants are [N:1]1[CH:6]=[CH:5][CH:4]=[CH:3][C:2]=1[N:7]1[CH2:12][CH2:11][NH:10][CH2:9][CH2:8]1.C=O.[Cl:15][C:16]1[CH:17]=[C:18]([CH:22]=[CH:23][CH:24]=1)[C:19]([NH2:21])=[O:20].[C:25](=O)([O-])[O-].[K+].[K+]. The catalyst is C(O)C. The product is [Cl:15][C:16]1[CH:17]=[C:18]([CH:22]=[CH:23][CH:24]=1)[C:19]([NH:21][CH2:25][N:10]1[CH2:9][CH2:8][N:7]([C:2]2[CH:3]=[CH:4][CH:5]=[CH:6][N:1]=2)[CH2:12][CH2:11]1)=[O:20]. The yield is 0.520. (9) The reactants are O1CCOCC1.C(=O)([O-])[O-].[Na+].[Na+].Br[C:14]1[N:15]=[C:16]([NH:23][C:24]2[CH:29]=[CH:28][C:27]([CH:30]3[C:35](=[O:36])[NH:34][CH2:33][CH2:32][N:31]3[CH2:37][CH3:38])=[CH:26][CH:25]=2)[C:17](=[O:22])[N:18]([CH2:20]C)[CH:19]=1.[F:39][C:40]1[C:45]([NH:46][C:47]([C:49]2[S:53][C:52]3[CH2:54][CH2:55][CH2:56][CH2:57][C:51]=3[CH:50]=2)=[O:48])=[C:44]([CH3:58])[C:43](B2OC(C)(C)C(C)(C)O2)=[CH:42][CH:41]=1. The catalyst is O. The product is [CH2:37]([N:31]1[CH2:32][CH2:33][NH:34][C:35](=[O:36])[CH:30]1[C:27]1[CH:26]=[CH:25][C:24]([NH:23][C:16]2[C:17](=[O:22])[N:18]([CH3:20])[CH:19]=[C:14]([C:43]3[C:44]([CH3:58])=[C:45]([NH:46][C:47]([C:49]4[S:53][C:52]5[CH2:54][CH2:55][CH2:56][CH2:57][C:51]=5[CH:50]=4)=[O:48])[C:40]([F:39])=[CH:41][CH:42]=3)[N:15]=2)=[CH:29][CH:28]=1)[CH3:38]. The yield is 0.410. (10) The reactants are Cl[C:2]1[C:11]2[C:6](=[CH:7][C:8]([O:14][CH2:15][CH2:16][CH2:17][N:18]3[CH2:23][CH2:22][CH2:21][CH2:20][CH2:19]3)=[C:9]([O:12][CH3:13])[CH:10]=2)[N:5]=[CH:4][N:3]=1.[OH:24][C:25]1[CH:26]=[C:27]2[CH:33]=[CH:32][NH:31][C:28]2=[N:29][CH:30]=1.C(=O)([O-])[O-].[K+].[K+].[OH-].[Na+]. The catalyst is CN(C=O)C.ClCCl.CO. The product is [CH3:13][O:12][C:9]1[CH:10]=[C:11]2[C:6](=[CH:7][C:8]=1[O:14][CH2:15][CH2:16][CH2:17][N:18]1[CH2:23][CH2:22][CH2:21][CH2:20][CH2:19]1)[N:5]=[CH:4][N:3]=[C:2]2[O:24][C:25]1[CH:26]=[C:27]2[CH:33]=[CH:32][NH:31][C:28]2=[N:29][CH:30]=1. The yield is 0.200.